Dataset: Full USPTO retrosynthesis dataset with 1.9M reactions from patents (1976-2016). Task: Predict the reactants needed to synthesize the given product. (1) Given the product [CH3:1][C:2]1[CH:7]=[CH:6][C:5]2[O:8]/[C:9](=[CH:24]\[C:14]3[C:23]4[C:18](=[CH:19][CH:20]=[CH:21][CH:22]=4)[CH:17]=[CH:16][CH:15]=3)/[C:10](=[O:11])/[C:12](=[CH:24]/[C:14]3[C:23]4[C:18](=[CH:19][CH:20]=[CH:21][CH:22]=4)[CH:17]=[CH:16][CH:15]=3)/[O:13][C:4]=2[CH:3]=1, predict the reactants needed to synthesize it. The reactants are: [CH3:1][C:2]1[CH:7]=[CH:6][C:5]2[O:8][CH2:9][C:10]([CH2:12][O:13][C:4]=2[CH:3]=1)=[O:11].[C:14]1([CH:24]=O)[C:23]2[C:18](=[CH:19][CH:20]=[CH:21][CH:22]=2)[CH:17]=[CH:16][CH:15]=1. (2) Given the product [CH3:1][O:2][CH2:3][C@H:4]([CH3:51])[CH2:5][O:6][CH2:7][C:8]1[CH:13]=[CH:12][C:11]([C@@H:14]2[C@@H:19]([O:20][CH2:21][C:22]3[CH:23]=[CH:24][C:25]4[O:30][CH2:29][CH2:28][N:27]([CH2:31][CH2:32][CH2:33][O:34][CH3:35])[C:26]=4[CH:36]=3)[CH2:18][N:17]([S:37]([C:40]3[CH:45]=[CH:44][C:43]([CH3:46])=[CH:42][CH:41]=3)(=[O:38])=[O:39])[C@@H:16]([CH2:47][CH2:48][OH:49])[CH2:15]2)=[CH:10][CH:9]=1, predict the reactants needed to synthesize it. The reactants are: [CH3:1][O:2][CH2:3][C@H:4]([CH3:51])[CH2:5][O:6][CH2:7][C:8]1[CH:13]=[CH:12][C:11]([C@@H:14]2[C@@H:19]([O:20][CH2:21][C:22]3[CH:23]=[CH:24][C:25]4[O:30][CH2:29][CH2:28][N:27]([CH2:31][CH2:32][CH2:33][O:34][CH3:35])[C:26]=4[CH:36]=3)[CH2:18][N:17]([S:37]([C:40]3[CH:45]=[CH:44][C:43]([CH3:46])=[CH:42][CH:41]=3)(=[O:39])=[O:38])[C@@H:16]([CH2:47][C:48](O)=[O:49])[CH2:15]2)=[CH:10][CH:9]=1.O1CCCC1.B.